Dataset: Catalyst prediction with 721,799 reactions and 888 catalyst types from USPTO. Task: Predict which catalyst facilitates the given reaction. (1) Reactant: [CH2:1]([OH:9])[CH2:2][CH2:3][CH2:4][CH2:5][CH2:6][CH2:7][CH3:8]. Product: [CH2:1]([O:9][CH2:1][CH2:2][CH2:3][CH2:4][CH2:5][CH2:6][CH2:7][CH3:8])[CH2:2][CH2:3][CH2:4][CH2:5][CH2:6][CH2:7][CH3:8]. The catalyst class is: 11. (2) Reactant: Cl[C:2]1[CH:7]=[C:6]([C:8]2[CH:13]=[CH:12][CH:11]=[C:10]([Cl:14])[C:9]=2[Cl:15])[N:5]=[C:4]([NH2:16])[N:3]=1.Cl.[CH3:18][C:19]1[NH:23][N:22]=[C:21]([CH2:24][CH2:25][NH2:26])[N:20]=1.C(N(CC)C(C)C)(C)C.CO. Product: [Cl:15][C:9]1[C:10]([Cl:14])=[CH:11][CH:12]=[CH:13][C:8]=1[C:6]1[N:5]=[C:4]([NH2:16])[N:3]=[C:2]([NH:26][CH2:25][CH2:24][C:21]2[N:20]=[C:19]([CH3:18])[NH:23][N:22]=2)[CH:7]=1. The catalyst class is: 51. (3) Product: [N:16]([CH2:2][CH2:3][C:4]([C@H:6]([C@H:8]([C@@H:10]([C@@H:12]([CH2:14][OH:15])[OH:13])[OH:11])[OH:9])[OH:7])=[O:5])=[N+:17]=[N-:18]. The catalyst class is: 6. Reactant: Br[CH2:2][CH2:3][C:4]([C@H:6]([C@H:8]([C@@H:10]([C@@H:12]([CH2:14][OH:15])[OH:13])[OH:11])[OH:9])[OH:7])=[O:5].[N-:16]=[N+:17]=[N-:18].[Na+].[I-].[Na+]. (4) Reactant: C(OC([NH:8][CH2:9][C:10]([O:12][CH2:13][N:14]1[C:18]2=[N:19][CH:20]=[C:21]([C:23]3[CH:28]=[CH:27][C:26]([Cl:29])=[CH:25][CH:24]=3)[CH:22]=[C:17]2[C:16]([C:30](=[O:46])[C:31]2[C:36]([F:37])=[CH:35][CH:34]=[C:33]([NH:38][S:39]([CH2:42][CH2:43][CH3:44])(=[O:41])=[O:40])[C:32]=2[F:45])=[CH:15]1)=[O:11])=O)(C)(C)C.Cl. Product: [ClH:29].[NH2:8][CH2:9][C:10]([O:12][CH2:13][N:14]1[C:18]2=[N:19][CH:20]=[C:21]([C:23]3[CH:28]=[CH:27][C:26]([Cl:29])=[CH:25][CH:24]=3)[CH:22]=[C:17]2[C:16]([C:30](=[O:46])[C:31]2[C:36]([F:37])=[CH:35][CH:34]=[C:33]([NH:38][S:39]([CH2:42][CH2:43][CH3:44])(=[O:40])=[O:41])[C:32]=2[F:45])=[CH:15]1)=[O:11]. The catalyst class is: 25. (5) Product: [F:1][C:2]1[C:7]([OH:8])=[CH:6][CH:5]=[C:4]2[C:3]=1[CH:12]=[C:13]([CH3:14])[NH:9]2. The catalyst class is: 6. Reactant: [F:1][C:2]1[C:7]([OH:8])=[CH:6][CH:5]=[C:4]([N+:9]([O-])=O)[C:3]=1[CH2:12][C:13](=O)[CH3:14].S(S([O-])=O)([O-])=O.[Na+].[Na+]. (6) Reactant: [H-].[Na+].[C@@H:3]1([CH2:13][CH:14]=[CH2:15])[O:11][C@@H:10]([CH3:12])[C@@H:8]([OH:9])[C@@H:6]([OH:7])[C@@H:4]1[OH:5].[CH2:16](Br)[C:17]1[CH:22]=[CH:21][CH:20]=[CH:19][CH:18]=1. Product: [CH2:16]([O:5][C@H:4]1[C@H:6]([O:7][CH2:16][C:17]2[CH:22]=[CH:21][CH:20]=[CH:19][CH:18]=2)[C@H:8]([O:9][CH2:16][C:17]2[CH:22]=[CH:21][CH:20]=[CH:19][CH:18]=2)[C@H:10]([CH3:12])[O:11][C@H:3]1[CH2:13][CH:14]=[CH2:15])[C:17]1[CH:22]=[CH:21][CH:20]=[CH:19][CH:18]=1. The catalyst class is: 589.